Dataset: Full USPTO retrosynthesis dataset with 1.9M reactions from patents (1976-2016). Task: Predict the reactants needed to synthesize the given product. (1) Given the product [C:16](=[O:18])([S:19][CH2:2][CH2:3][CH2:4][N:5]1[C:13](=[O:14])[C:12]2[C:7](=[CH:8][CH:9]=[CH:10][CH:11]=2)[C:6]1=[O:15])[CH3:17], predict the reactants needed to synthesize it. The reactants are: Br[CH2:2][CH2:3][CH2:4][N:5]1[C:13](=[O:14])[C:12]2[C:7](=[CH:8][CH:9]=[CH:10][CH:11]=2)[C:6]1=[O:15].[C:16](=[S:19])([O-:18])[CH3:17].[K+].O. (2) Given the product [CH3:62][O:61][CH2:60][CH2:59][O:58][C:54]1[CH:55]=[C:56]2[C:51](=[C:52]([NH:63][S:64]([C:67]3[CH:72]=[CH:71][CH:70]=[CH:69][N:68]=3)(=[O:66])=[O:65])[CH:53]=1)[NH:50][C:49]([C:47]1[S:43][CH:44]([CH2:73][N:74]3[CH2:75][CH2:76][S:77](=[O:20])[CH2:78][CH2:79]3)[CH2:45][N:46]=1)=[CH:57]2, predict the reactants needed to synthesize it. The reactants are: C1(P(=[O:20])(C2C=CC=CC=2)C2C=CC=CC=2)C=CC=CC=1.FC(F)(F)S(OS(C(F)(F)F)(=O)=O)(=O)=O.C([S:43][CH:44]([CH2:73][N:74]1[CH2:79][CH2:78][S:77][CH2:76][CH2:75]1)[CH2:45][NH:46][C:47]([C:49]1[NH:50][C:51]2[C:56]([CH:57]=1)=[CH:55][C:54]([O:58][CH2:59][CH2:60][O:61][CH3:62])=[CH:53][C:52]=2[NH:63][S:64]([C:67]1[CH:72]=[CH:71][CH:70]=[CH:69][N:68]=1)(=[O:66])=[O:65])=O)C1C=CC=CC=1.C1(SC)C=CC=CC=1.OOS([O-])=O.[K+].S([O-])([O-])=O.[Na+].[Na+]. (3) The reactants are: [CH:1]1([C:4]2[N:9]=[C:8](O)[CH:7]=[CH:6][N:5]=2)[CH2:3][CH2:2]1.P(Cl)(Cl)([Cl:13])=O. Given the product [Cl:13][C:8]1[CH:7]=[CH:6][N:5]=[C:4]([CH:1]2[CH2:3][CH2:2]2)[N:9]=1, predict the reactants needed to synthesize it.